From a dataset of Reaction yield outcomes from USPTO patents with 853,638 reactions. Predict the reaction yield, written as a fraction of the theoretical maximum amount of product (1.0 means a 100% yield; for example, 0.34 means a 34% yield). (1) The reactants are [Br:1][C:2]1[C:7]2=[CH:8][N:9]([C:11]3[C:16](Cl)=[CH:15][C:14]([N+:18]([O-:20])=[O:19])=[CH:13][C:12]=3[Cl:21])[N:10]=[C:6]2[C:5]([F:22])=[CH:4][N:3]=1.ClC1C(N2C=C3C(Cl)=NC=C(F)C3=N2)=C(C=C([N+]([O-])=O)C=1)[C:27]#[N:28]. No catalyst specified. The product is [Br:1][C:2]1[C:7]2=[CH:8][N:9]([C:11]3[C:12]([Cl:21])=[CH:13][C:14]([N+:18]([O-:20])=[O:19])=[CH:15][C:16]=3[C:27]#[N:28])[N:10]=[C:6]2[C:5]([F:22])=[CH:4][N:3]=1. The yield is 0.830. (2) The reactants are [CH3:1][C:2]1[CH:7]=[CH:6][C:5]([N+:8]([O-])=O)=[CH:4][C:3]=1[NH:11][C:12]1[O:13][C:14]([C:17]2[CH:22]=[CH:21][N:20]=[CH:19][CH:18]=2)=[CH:15][N:16]=1.O.NN. The catalyst is C(O)C.[Pd]. The product is [CH3:1][C:2]1[CH:7]=[CH:6][C:5]([NH2:8])=[CH:4][C:3]=1[NH:11][C:12]1[O:13][C:14]([C:17]2[CH:22]=[CH:21][N:20]=[CH:19][CH:18]=2)=[CH:15][N:16]=1. The yield is 0.800. (3) The yield is 0.520. The reactants are [S:1]1[C:5]2[CH:6]=[CH:7][CH:8]=[CH:9][C:4]=2[N:3]=[C:2]1[S:10][CH2:11][C:12]([N:14]1[C:23]2[C:18](=[CH:19][CH:20]=[CH:21][CH:22]=2)[NH:17][CH2:16][CH2:15]1)=[O:13].[CH3:24][C:25](OC(C)=O)=[O:26].CCN(CC)CC. The product is [C:25]([N:17]1[C:18]2[C:23](=[CH:22][CH:21]=[CH:20][CH:19]=2)[N:14]([C:12](=[O:13])[CH2:11][S:10][C:2]2[S:1][C:5]3[CH:6]=[CH:7][CH:8]=[CH:9][C:4]=3[N:3]=2)[CH2:15][CH2:16]1)(=[O:26])[CH3:24]. The catalyst is C(Cl)Cl.CN(C1C=CN=CC=1)C. (4) The reactants are [O:1]1[CH2:6][CH2:5][CH:4]([CH2:7][OH:8])[CH2:3][CH2:2]1.[OH-].[Na+].[C:11]1([CH3:21])[CH:16]=[CH:15][C:14]([S:17](Cl)(=[O:19])=[O:18])=[CH:13][CH:12]=1.Cl. The catalyst is C1COCC1.O. The product is [CH3:21][C:11]1[CH:16]=[CH:15][C:14]([S:17]([O:8][CH2:7][CH:4]2[CH2:5][CH2:6][O:1][CH2:2][CH2:3]2)(=[O:19])=[O:18])=[CH:13][CH:12]=1. The yield is 0.520. (5) The reactants are [Cl:1][C:2]1[CH:23]=[CH:22][C:5]([CH2:6][C:7]2[N:8]=[C:9]([C:15]3[CH:20]=[CH:19][N:18]=[C:17]([Cl:21])[CH:16]=3)[S:10][C:11]=2[C:12](O)=[O:13])=[CH:4][CH:3]=1.CC[N:26]=C=NCCCN(C)C.O.ON1C2C=CC=CC=2N=N1.[OH-].[NH4+]. The catalyst is C(Cl)Cl.O. The product is [Cl:1][C:2]1[CH:23]=[CH:22][C:5]([CH2:6][C:7]2[N:8]=[C:9]([C:15]3[CH:20]=[CH:19][N:18]=[C:17]([Cl:21])[CH:16]=3)[S:10][C:11]=2[C:12]([NH2:26])=[O:13])=[CH:4][CH:3]=1. The yield is 0.670.